This data is from Catalyst prediction with 721,799 reactions and 888 catalyst types from USPTO. The task is: Predict which catalyst facilitates the given reaction. (1) Reactant: C(O[BH-](OC(=O)C)OC(=O)C)(=O)C.[Na+].C(OC([N:22]1[CH2:27][CH2:26][CH:25](NC2C=CC=C(Cl)C=2C(O)=O)[CH2:24][CH2:23]1)=O)(C)(C)C.[NH2:39][C:40]1[CH:48]=[CH:47][CH:46]=[C:45]([Cl:49])[C:41]=1C(O)=O.C([O:54][C:55]([N:57]1CCC(=O)CC1)=O)(C)(C)C. Product: [Cl:49][C:45]1[C:41]2[NH:57][C:55](=[O:54])[N:39]([N:22]3[CH2:23][CH2:24][CH2:25][CH2:26][CH2:27]3)[C:40]=2[CH:48]=[CH:47][CH:46]=1. The catalyst class is: 68. (2) Reactant: Cl.[F:2][C:3]1([F:9])[CH2:8][CH2:7][CH2:6][NH:5][CH2:4]1.C(=O)([O-])[O-].[Cs+].[Cs+].Br[CH2:17][CH2:18][CH2:19][O:20][Si:21]([C:24]([CH3:27])([CH3:26])[CH3:25])([CH3:23])[CH3:22].O. Product: [Si:21]([O:20][CH2:19][CH2:18][CH2:17][N:5]1[CH2:6][CH2:7][CH2:8][C:3]([F:9])([F:2])[CH2:4]1)([C:24]([CH3:25])([CH3:26])[CH3:27])([CH3:23])[CH3:22]. The catalyst class is: 39. (3) Reactant: C([Li])CCC.[F:6][C:7]([F:23])([F:22])[C:8]([CH:14]1[CH2:19][CH2:18][CH2:17][CH2:16][C:15]1([CH3:21])[OH:20])([OH:13])[C:9]([F:12])([F:11])[F:10].[C:24](Cl)(=[O:28])[C:25]([CH3:27])=[CH2:26]. Product: [C:24]([O:20][C:15]1([CH3:21])[CH2:16][CH2:17][CH2:18][CH2:19][CH:14]1[C:8]([OH:13])([C:9]([F:11])([F:10])[F:12])[C:7]([F:22])([F:23])[F:6])(=[O:28])[C:25]([CH3:27])=[CH2:26]. The catalyst class is: 7. (4) Reactant: [C:1]([O:8][CH2:9][CH3:10])(=[O:7])[C:2]([O:4]CC)=O.[CH3:11][C:12]([CH3:14])=[O:13]. Product: [O:4]=[C:2]([CH2:11][C:12](=[O:13])[CH3:14])[C:1]([O:8][CH2:9][CH3:10])=[O:7]. The catalyst class is: 14. (5) Reactant: Br[CH2:2][C:3]([C:5]1[CH:10]=[CH:9][C:8]([Br:11])=[CH:7][CH:6]=1)=O.Cl.[CH:13]1([C:16](=[NH:18])[NH2:17])[CH2:15][CH2:14]1.C(=O)([O-])[O-].[K+].[K+]. Product: [Br:11][C:8]1[CH:9]=[CH:10][C:5]([C:3]2[NH:18][C:16]([CH:13]3[CH2:15][CH2:14]3)=[N:17][CH:2]=2)=[CH:6][CH:7]=1. The catalyst class is: 9.